This data is from Peptide-MHC class I binding affinity with 185,985 pairs from IEDB/IMGT. The task is: Regression. Given a peptide amino acid sequence and an MHC pseudo amino acid sequence, predict their binding affinity value. This is MHC class I binding data. The peptide sequence is IMANRAQVL. The MHC is HLA-B40:01 with pseudo-sequence HLA-B40:01. The binding affinity (normalized) is 0.0847.